Predict the product of the given reaction. From a dataset of Forward reaction prediction with 1.9M reactions from USPTO patents (1976-2016). Given the reactants [Cl:1][C:2]1[CH:7]=[C:6]([O:8][CH:9]([CH3:11])[CH3:10])[CH:5]=[CH:4][C:3]=1[NH2:12].Cl[C:14]1[N:22]=[C:21]2[C:17]([N:18]=[CH:19][NH:20]2)=[C:16]([NH:23][CH:24]2[CH2:29][CH2:28][CH:27]([OH:30])[CH2:26][CH2:25]2)[N:15]=1.CC1C=CC(S(O)(=O)=O)=CC=1, predict the reaction product. The product is: [Cl:1][C:2]1[CH:7]=[C:6]([O:8][CH:9]([CH3:10])[CH3:11])[CH:5]=[CH:4][C:3]=1[NH:12][C:14]1[N:22]=[C:21]2[C:17]([N:18]=[CH:19][NH:20]2)=[C:16]([NH:23][CH:24]2[CH2:25][CH2:26][CH:27]([OH:30])[CH2:28][CH2:29]2)[N:15]=1.